From a dataset of Reaction yield outcomes from USPTO patents with 853,638 reactions. Predict the reaction yield, written as a fraction of the theoretical maximum amount of product (1.0 means a 100% yield; for example, 0.34 means a 34% yield). (1) The reactants are [CH3:1][N:2]([C:14]1[CH:19]=[CH:18][N:17]=[CH:16][CH:15]=1)[C:3](=[O:13])[C:4]1[CH:9]=[CH:8][CH:7]=[C:6]([N+:10]([O-])=O)[CH:5]=1. The catalyst is CCO.[Pd]. The product is [NH2:10][C:6]1[CH:5]=[C:4]([CH:9]=[CH:8][CH:7]=1)[C:3]([N:2]([CH3:1])[C:14]1[CH:19]=[CH:18][N:17]=[CH:16][CH:15]=1)=[O:13]. The yield is 0.960. (2) The reactants are [CH2:1]([O:3][C:4](=[O:17])[CH2:5][C:6]1[NH:11][C:10]2[CH:12]=[CH:13][C:14]([NH2:16])=[CH:15][C:9]=2[S:8][CH:7]=1)[CH3:2].C(N(CC)CC)C.[CH3:25][S:26](Cl)(=[O:28])=[O:27]. The catalyst is ClCCl. The product is [CH2:1]([O:3][C:4](=[O:17])[CH2:5][C:6]1[NH:11][C:10]2[CH:12]=[CH:13][C:14]([NH:16][S:26]([CH3:25])(=[O:28])=[O:27])=[CH:15][C:9]=2[S:8][CH:7]=1)[CH3:2]. The yield is 0.710. (3) The reactants are [Cl:1][C:2]1[CH:21]=[C:20]([Cl:22])[CH:19]=[CH:18][C:3]=1[CH2:4][N:5]1[C:9]([CH2:10][CH2:11][C:12]([OH:14])=O)=[CH:8][C:7]([CH:15]([CH3:17])[CH3:16])=[N:6]1.[CH2:23]([S:28]([NH2:31])(=[O:30])=[O:29])[CH2:24][CH2:25][CH2:26][CH3:27].N12CCCN=C1CCCCC2. The catalyst is O1CCCC1. The product is [Cl:1][C:2]1[CH:21]=[C:20]([Cl:22])[CH:19]=[CH:18][C:3]=1[CH2:4][N:5]1[C:9]([CH2:10][CH2:11][C:12]([NH:31][S:28]([CH2:23][CH2:24][CH2:25][CH2:26][CH3:27])(=[O:30])=[O:29])=[O:14])=[CH:8][C:7]([CH:15]([CH3:17])[CH3:16])=[N:6]1. The yield is 0.670. (4) The reactants are [C:1]([O:5][C:6]([NH:8][C@@H:9]([CH2:13][C:14]1[CH2:18][CH2:17][CH2:16][CH:15]=1)[C:10]([OH:12])=[O:11])=[O:7])([CH3:4])([CH3:3])[CH3:2]. The catalyst is CO.[Pd]. The product is [C:1]([O:5][C:6]([NH:8][C@@H:9]([CH2:13][CH:14]1[CH2:15][CH2:16][CH2:17][CH2:18]1)[C:10]([OH:12])=[O:11])=[O:7])([CH3:4])([CH3:2])[CH3:3]. The yield is 0.970. (5) The reactants are [N:1]1[CH:6]=[CH:5][CH:4]=[CH:3][C:2]=1[C:7]1[N:11]=[C:10]([C:12]2[CH:17]=[C:16]([C:18]#[N:19])[CH:15]=[C:14]([O:20]CC=C)[CH:13]=2)[O:9][N:8]=1.B(Cl)(Cl)Cl. The catalyst is [I-].C([N+](CCCC)(CCCC)CCCC)CCC.ClCCl. The product is [N:1]1[CH:6]=[CH:5][CH:4]=[CH:3][C:2]=1[C:7]1[N:11]=[C:10]([C:12]2[CH:13]=[C:14]([OH:20])[CH:15]=[C:16]([C:18]#[N:19])[CH:17]=2)[O:9][N:8]=1. The yield is 0.510. (6) The yield is 0.820. The catalyst is CO. The reactants are C[Si](C)(C1C=CC=CC=1)[C:3]1[CH:8]=[CH:7][N:6]=[CH:5][C:4]=1[CH:9]1[CH2:13][CH2:12][CH2:11][N:10]1[CH3:14].F.[K].OO.O.C([O-])([O-])=[O:28].[K+].[K+]. The product is [CH3:14][N:10]1[CH2:11][CH2:12][CH2:13][CH:9]1[C:4]1[CH:5]=[N:6][CH:7]=[CH:8][C:3]=1[OH:28].